This data is from NCI-60 drug combinations with 297,098 pairs across 59 cell lines. The task is: Regression. Given two drug SMILES strings and cell line genomic features, predict the synergy score measuring deviation from expected non-interaction effect. Drug 1: CC(C1=C(C=CC(=C1Cl)F)Cl)OC2=C(N=CC(=C2)C3=CN(N=C3)C4CCNCC4)N. Drug 2: CC1C(C(CC(O1)OC2CC(OC(C2O)C)OC3=CC4=CC5=C(C(=O)C(C(C5)C(C(=O)C(C(C)O)O)OC)OC6CC(C(C(O6)C)O)OC7CC(C(C(O7)C)O)OC8CC(C(C(O8)C)O)(C)O)C(=C4C(=C3C)O)O)O)O. Cell line: OVCAR-5. Synergy scores: CSS=15.9, Synergy_ZIP=24.7, Synergy_Bliss=26.4, Synergy_Loewe=26.0, Synergy_HSA=25.1.